From a dataset of Peptide-MHC class II binding affinity with 134,281 pairs from IEDB. Regression. Given a peptide amino acid sequence and an MHC pseudo amino acid sequence, predict their binding affinity value. This is MHC class II binding data. (1) The peptide sequence is GEVEIQFRRVKCKYP. The MHC is HLA-DPA10103-DPB10401 with pseudo-sequence HLA-DPA10103-DPB10401. The binding affinity (normalized) is 0.172. (2) The peptide sequence is TLYLQMNSLRAEDTA. The MHC is DRB1_0802 with pseudo-sequence DRB1_0802. The binding affinity (normalized) is 0. (3) The peptide sequence is IEDVQTDIPSEPWNT. The MHC is HLA-DQA10303-DQB10402 with pseudo-sequence HLA-DQA10303-DQB10402. The binding affinity (normalized) is 0.208. (4) The peptide sequence is AGYTPAAPAGAEPAGKATTE. The MHC is HLA-DQA10501-DQB10201 with pseudo-sequence HLA-DQA10501-DQB10201. The binding affinity (normalized) is 0.178. (5) The peptide sequence is YDKFLANDSTVLTGK. The MHC is DRB1_0101 with pseudo-sequence DRB1_0101. The binding affinity (normalized) is 0.764. (6) The peptide sequence is EKKYFAAHQFEPLAA. The MHC is HLA-DPA10103-DPB10601 with pseudo-sequence HLA-DPA10103-DPB10601. The binding affinity (normalized) is 0.846. (7) The peptide sequence is MVGTILEMLGHRLDD. The MHC is DRB1_0901 with pseudo-sequence DRB1_0901. The binding affinity (normalized) is 0.703. (8) The peptide sequence is EKLKKVLEVYEARLS. The MHC is DRB1_0405 with pseudo-sequence DRB1_0405. The binding affinity (normalized) is 0.384. (9) The MHC is HLA-DQA10101-DQB10501 with pseudo-sequence HLA-DQA10101-DQB10501. The peptide sequence is ISATPEWATPFPHRK. The binding affinity (normalized) is 0. (10) The peptide sequence is VALRTAVASVLSATV. The MHC is DRB1_1101 with pseudo-sequence DRB1_1101. The binding affinity (normalized) is 0.440.